This data is from Full USPTO retrosynthesis dataset with 1.9M reactions from patents (1976-2016). The task is: Predict the reactants needed to synthesize the given product. (1) Given the product [Cl:1][C:2]1[S:6][C:5]([CH2:7][O:8][C:18]2[CH:23]=[CH:22][C:21]([CH2:24][CH2:25][C:26]([OH:28])=[O:27])=[C:20]([F:31])[C:19]=2[F:32])=[C:4]([C:9]2[CH:14]=[CH:13][C:12]([CH2:15][CH3:16])=[CH:11][CH:10]=2)[CH:3]=1, predict the reactants needed to synthesize it. The reactants are: [Cl:1][C:2]1[S:6][C:5]([CH2:7][OH:8])=[C:4]([C:9]2[CH:14]=[CH:13][C:12]([CH2:15][CH3:16])=[CH:11][CH:10]=2)[CH:3]=1.O[C:18]1[CH:23]=[CH:22][C:21]([CH2:24][CH2:25][C:26]([O:28]CC)=[O:27])=[C:20]([F:31])[C:19]=1[F:32].ClC1SC(COC2C=CC(CCC(OCC)=O)=C(F)C=2F)=C(C2C=CC(Cl)=CC=2)C=1. (2) The reactants are: Br[C:2]1[CH:3]=[N:4][N:5]([CH2:7][CH2:8][CH2:9][C:10]([N:12]([CH2:14][C:15]2[CH:20]=[C:19]([F:21])[CH:18]=[CH:17][C:16]=2[O:22][CH3:23])[CH3:13])=[O:11])[CH:6]=1.[OH:24][C:25]1[CH:30]=[CH:29][C:28](B(O)O)=[CH:27][CH:26]=1. Given the product [F:21][C:19]1[CH:18]=[CH:17][C:16]([O:22][CH3:23])=[C:15]([CH:20]=1)[CH2:14][N:12]([CH3:13])[C:10](=[O:11])[CH2:9][CH2:8][CH2:7][N:5]1[CH:6]=[C:2]([C:28]2[CH:29]=[CH:30][C:25]([OH:24])=[CH:26][CH:27]=2)[CH:3]=[N:4]1, predict the reactants needed to synthesize it. (3) Given the product [CH:1]1([N:4]([CH:34]2[CH2:36][CH2:35]2)[C:5]([C:7]2[N:31]([CH2:32][CH3:33])[C:10]3=[N:11][C:12]([NH:19][C:20]4[S:21][C:22]([C:27]([OH:29])=[O:28])=[C:23]([CH2:25][CH3:26])[N:24]=4)=[C:13]4[N:17]=[CH:16][N:15]([CH3:18])[C:14]4=[C:9]3[CH:8]=2)=[O:6])[CH2:3][CH2:2]1, predict the reactants needed to synthesize it. The reactants are: [CH:1]1([N:4]([CH:34]2[CH2:36][CH2:35]2)[C:5]([C:7]2[N:31]([CH2:32][CH3:33])[C:10]3=[N:11][C:12]([NH:19][C:20]4[S:21][C:22]([C:27]([O:29]C)=[O:28])=[C:23]([CH2:25][CH3:26])[N:24]=4)=[C:13]4[N:17]=[CH:16][N:15]([CH3:18])[C:14]4=[C:9]3[CH:8]=2)=[O:6])[CH2:3][CH2:2]1.[OH-].[Na+].Cl.